This data is from Reaction yield outcomes from USPTO patents with 853,638 reactions. The task is: Predict the reaction yield, written as a fraction of the theoretical maximum amount of product (1.0 means a 100% yield; for example, 0.34 means a 34% yield). The reactants are [Cl:1][C:2]1[CH:3]=[CH:4][C:5]([S:9][CH2:10][C:11]2[N:16]=[CH:15][CH:14]=[CH:13][N:12]=2)=[C:6]([CH:8]=1)[NH2:7].[O:17]1[C:21]2[CH:22]=[CH:23][CH:24]=[CH:25][C:20]=2[CH:19]=[C:18]1[S:26](Cl)(=[O:28])=[O:27]. The catalyst is N1C=CC=CC=1. The product is [Cl:1][C:2]1[CH:3]=[CH:4][C:5]([S:9][CH2:10][C:11]2[N:12]=[CH:13][CH:14]=[CH:15][N:16]=2)=[C:6]([NH:7][S:26]([C:18]2[O:17][C:21]3[CH:22]=[CH:23][CH:24]=[CH:25][C:20]=3[CH:19]=2)(=[O:27])=[O:28])[CH:8]=1. The yield is 0.510.